From a dataset of Forward reaction prediction with 1.9M reactions from USPTO patents (1976-2016). Predict the product of the given reaction. (1) Given the reactants [N+:1]([C:4]1[CH:10]=[CH:9][C:7]([NH2:8])=[CH:6][CH:5]=1)([O-:3])=[O:2].[CH:11](=O)[CH2:12][CH2:13][CH3:14].C(O[BH-](O[C:26](=O)[CH3:27])OC(=O)C)(=O)C.[Na+].[C:30](O)(=O)[CH3:31], predict the reaction product. The product is: [N+:1]([C:4]1[CH:10]=[CH:9][C:7]([N:8]([CH2:30][CH2:31][CH2:26][CH3:27])[CH2:11][CH2:12][CH2:13][CH3:14])=[CH:6][CH:5]=1)([O-:3])=[O:2]. (2) Given the reactants [CH2:1]1[O:14][C:13]2[CH:12]=[C:11]([N+:15]([O-:17])=[O:16])[C:5]([CH2:6][O:7][CH2:8][CH:9]=[CH2:10])=[CH:4][C:3]=2[O:2]1.[CH3:18][O:19][SiH:20]([O:23][CH3:24])[O:21][CH3:22], predict the reaction product. The product is: [CH3:18][O:19][Si:20]([O:23][CH3:24])([O:21][CH3:22])[CH2:10][CH2:9][CH2:8][O:7][CH2:6][C:5]1[CH:4]=[C:3]2[O:2][CH2:1][O:14][C:13]2=[CH:12][C:11]=1[N+:15]([O-:17])=[O:16]. (3) Given the reactants [F:1][C:2]1[CH:3]=[C:4]([CH:35]=[CH:36][C:37]=1[F:38])[CH2:5][N:6]1[CH:11]=[CH:10][CH:9]=[C:8]([C:12]([NH:14][C@@H:15]([C:20]2[S:21][C:22]([C:25]3[C:33]4[C:28](=[N:29][CH:30]=[CH:31][CH:32]=4)[NH:27][CH:26]=3)=[CH:23][CH:24]=2)[CH2:16][C:17](O)=[O:18])=[O:13])[C:7]1=[O:34].[CH3:39][N:40](C)C=O.CN.F[P-](F)(F)(F)(F)F.C[N+](C)=C(N(C)C)ON1C2N=CC=CC=2N=N1, predict the reaction product. The product is: [CH3:39][NH:40][C:17]([CH2:16][C@@H:15]([NH:14][C:12]([C:8]1[C:7](=[O:34])[N:6]([CH2:5][C:4]2[CH:35]=[CH:36][C:37]([F:38])=[C:2]([F:1])[CH:3]=2)[CH:11]=[CH:10][CH:9]=1)=[O:13])[C:20]1[S:21][C:22]([C:25]2[C:33]3[C:28](=[N:29][CH:30]=[CH:31][CH:32]=3)[NH:27][CH:26]=2)=[CH:23][CH:24]=1)=[O:18]. (4) Given the reactants [F:1][C:2]1[CH:41]=[C:40]([NH:42][C:43]([C:45]2[C:46](=[O:58])[N:47]([C:51]3[CH:56]=[CH:55][C:54]([F:57])=[CH:53][CH:52]=3)[N:48]=[CH:49][CH:50]=2)=[O:44])[CH:39]=[CH:38][C:3]=1[O:4][C:5]1[CH:10]=[CH:9][N:8]=[C:7]2[N:11](CC3C=CC(OC)=CC=3)[N:12]=[C:13]([O:14][C@H:15]3[CH2:20][CH2:19][N:18](C(OC(C)(C)C)=O)[CH2:17][C@H:16]3[OH:28])[C:6]=12.FC(F)(F)C(O)=O, predict the reaction product. The product is: [F:1][C:2]1[CH:41]=[C:40]([NH:42][C:43]([C:45]2[C:46](=[O:58])[N:47]([C:51]3[CH:52]=[CH:53][C:54]([F:57])=[CH:55][CH:56]=3)[N:48]=[CH:49][CH:50]=2)=[O:44])[CH:39]=[CH:38][C:3]=1[O:4][C:5]1[CH:10]=[CH:9][N:8]=[C:7]2[NH:11][N:12]=[C:13]([O:14][C@H:15]3[CH2:20][CH2:19][NH:18][CH2:17][C@H:16]3[OH:28])[C:6]=12. (5) Given the reactants [F:1][C:2]1[C:3]([NH:15][CH:16]2[CH2:21][CH2:20][CH2:19][N:18]([C:22](=[O:26])[CH2:23][C:24]#[N:25])[CH2:17]2)=[N:4][C:5]([NH:8][C:9]2[CH:14]=[CH:13][CH:12]=[CH:11][CH:10]=2)=[N:6][CH:7]=1.[CH:27]1([CH:30]=O)[CH2:29][CH2:28]1.C(O)(=O)C.N1CCCCC1, predict the reaction product. The product is: [CH:27]1([CH:30]=[C:23]([C:22]([N:18]2[CH2:19][CH2:20][CH2:21][CH:16]([NH:15][C:3]3[C:2]([F:1])=[CH:7][N:6]=[C:5]([NH:8][C:9]4[CH:10]=[CH:11][CH:12]=[CH:13][CH:14]=4)[N:4]=3)[CH2:17]2)=[O:26])[C:24]#[N:25])[CH2:29][CH2:28]1. (6) Given the reactants [NH2:1][C:2]1[S:6][C:5]2[CH2:7][CH2:8][CH2:9][CH2:10][C:4]=2[C:3]=1[C:11]([C:13]1[CH:18]=[CH:17][C:16]([Cl:19])=[CH:15][CH:14]=1)=O.[C:20]([O:27][CH3:28])(=[O:26])[CH2:21][CH2:22][C:23]([CH3:25])=O.Cl[Si](C)(C)C, predict the reaction product. The product is: [CH3:25][C:23]1[N:1]=[C:2]2[S:6][C:5]3[CH2:7][CH2:8][CH2:9][CH2:10][C:4]=3[C:3]2=[C:11]([C:13]2[CH:18]=[CH:17][C:16]([Cl:19])=[CH:15][CH:14]=2)[C:22]=1[CH2:21][C:20]([O:27][CH3:28])=[O:26].